Dataset: NCI-60 drug combinations with 297,098 pairs across 59 cell lines. Task: Regression. Given two drug SMILES strings and cell line genomic features, predict the synergy score measuring deviation from expected non-interaction effect. (1) Drug 1: CC(C1=C(C=CC(=C1Cl)F)Cl)OC2=C(N=CC(=C2)C3=CN(N=C3)C4CCNCC4)N. Drug 2: COC1=NC(=NC2=C1N=CN2C3C(C(C(O3)CO)O)O)N. Cell line: HCT-15. Synergy scores: CSS=-0.567, Synergy_ZIP=0.0383, Synergy_Bliss=-0.259, Synergy_Loewe=-4.41, Synergy_HSA=-2.03. (2) Drug 1: CC1C(C(CC(O1)OC2CC(CC3=C2C(=C4C(=C3O)C(=O)C5=C(C4=O)C(=CC=C5)OC)O)(C(=O)C)O)N)O.Cl. Drug 2: CC1C(C(CC(O1)OC2CC(CC3=C2C(=C4C(=C3O)C(=O)C5=C(C4=O)C(=CC=C5)OC)O)(C(=O)CO)O)N)O.Cl. Synergy scores: CSS=31.4, Synergy_ZIP=2.99, Synergy_Bliss=3.78, Synergy_Loewe=5.10, Synergy_HSA=5.34. Cell line: OVCAR-5. (3) Drug 1: CC1=C(N=C(N=C1N)C(CC(=O)N)NCC(C(=O)N)N)C(=O)NC(C(C2=CN=CN2)OC3C(C(C(C(O3)CO)O)O)OC4C(C(C(C(O4)CO)O)OC(=O)N)O)C(=O)NC(C)C(C(C)C(=O)NC(C(C)O)C(=O)NCCC5=NC(=CS5)C6=NC(=CS6)C(=O)NCCC[S+](C)C)O. Drug 2: C1CN(CCN1C(=O)CCBr)C(=O)CCBr. Cell line: UACC-257. Synergy scores: CSS=14.3, Synergy_ZIP=-5.47, Synergy_Bliss=-2.37, Synergy_Loewe=-0.818, Synergy_HSA=-0.865. (4) Drug 1: C1=CC(=CC=C1CCCC(=O)O)N(CCCl)CCCl. Drug 2: CN1C2=C(C=C(C=C2)N(CCCl)CCCl)N=C1CCCC(=O)O.Cl. Cell line: RXF 393. Synergy scores: CSS=9.41, Synergy_ZIP=-6.07, Synergy_Bliss=-6.34, Synergy_Loewe=-14.6, Synergy_HSA=-6.81. (5) Drug 1: C1=NC2=C(N=C(N=C2N1C3C(C(C(O3)CO)O)O)F)N. Drug 2: C(=O)(N)NO. Cell line: 786-0. Synergy scores: CSS=0.351, Synergy_ZIP=1.42, Synergy_Bliss=4.19, Synergy_Loewe=1.22, Synergy_HSA=1.20. (6) Drug 1: CC(C1=C(C=CC(=C1Cl)F)Cl)OC2=C(N=CC(=C2)C3=CN(N=C3)C4CCNCC4)N. Drug 2: C1=C(C(=O)NC(=O)N1)F. Cell line: HT29. Synergy scores: CSS=41.8, Synergy_ZIP=-0.710, Synergy_Bliss=-4.16, Synergy_Loewe=-4.51, Synergy_HSA=-2.98. (7) Synergy scores: CSS=1.38, Synergy_ZIP=-1.70, Synergy_Bliss=-1.40, Synergy_Loewe=-0.491, Synergy_HSA=-0.472. Drug 1: C1CC(=O)NC(=O)C1N2CC3=C(C2=O)C=CC=C3N. Drug 2: C(CC(=O)O)C(=O)CN.Cl. Cell line: RXF 393. (8) Drug 1: CS(=O)(=O)CCNCC1=CC=C(O1)C2=CC3=C(C=C2)N=CN=C3NC4=CC(=C(C=C4)OCC5=CC(=CC=C5)F)Cl. Drug 2: CN1C=C(C=N1)C2=C3N=C(C(=C(N3N=C2)N)Br)C4CCCNC4. Cell line: T-47D. Synergy scores: CSS=8.10, Synergy_ZIP=-2.93, Synergy_Bliss=-6.02, Synergy_Loewe=-16.0, Synergy_HSA=-10.9. (9) Synergy scores: CSS=3.78, Synergy_ZIP=-3.92, Synergy_Bliss=-1.74, Synergy_Loewe=-8.92, Synergy_HSA=-2.99. Drug 2: CC1CCC2CC(C(=CC=CC=CC(CC(C(=O)C(C(C(=CC(C(=O)CC(OC(=O)C3CCCCN3C(=O)C(=O)C1(O2)O)C(C)CC4CCC(C(C4)OC)OCCO)C)C)O)OC)C)C)C)OC. Drug 1: CCC1(CC2CC(C3=C(CCN(C2)C1)C4=CC=CC=C4N3)(C5=C(C=C6C(=C5)C78CCN9C7C(C=CC9)(C(C(C8N6C=O)(C(=O)OC)O)OC(=O)C)CC)OC)C(=O)OC)O.OS(=O)(=O)O. Cell line: SK-MEL-28. (10) Drug 1: CC1=C(C=C(C=C1)NC(=O)C2=CC=C(C=C2)CN3CCN(CC3)C)NC4=NC=CC(=N4)C5=CN=CC=C5. Drug 2: CCC1(C2=C(COC1=O)C(=O)N3CC4=CC5=C(C=CC(=C5CN(C)C)O)N=C4C3=C2)O.Cl. Cell line: NCI-H226. Synergy scores: CSS=16.1, Synergy_ZIP=-1.20, Synergy_Bliss=1.61, Synergy_Loewe=-8.36, Synergy_HSA=0.443.